From a dataset of Full USPTO retrosynthesis dataset with 1.9M reactions from patents (1976-2016). Predict the reactants needed to synthesize the given product. Given the product [NH2:13][C:6]1[CH:7]=[CH:8][CH:9]=[C:10]2[C:5]=1[N:4]=[C:3]([C:16]1[CH:21]=[CH:20][CH:19]=[C:18]([C:22]([F:25])([F:24])[F:23])[CH:17]=1)[N:2]([CH3:1])[C:11]2=[O:12], predict the reactants needed to synthesize it. The reactants are: [CH3:1][N:2]1[C:11](=[O:12])[C:10]2[C:5](=[C:6]([N+:13]([O-])=O)[CH:7]=[CH:8][CH:9]=2)[N:4]=[C:3]1[C:16]1[CH:21]=[CH:20][CH:19]=[C:18]([C:22]([F:25])([F:24])[F:23])[CH:17]=1.